Dataset: Full USPTO retrosynthesis dataset with 1.9M reactions from patents (1976-2016). Task: Predict the reactants needed to synthesize the given product. The reactants are: [NH:1]1[C:9]2[C:4](=[CH:5][CH:6]=[CH:7][CH:8]=2)[C:3](/[CH:10]=[C:11]2\[O:12][C:13]3[C:20]([CH:21]([N:23]4[CH2:28][CH2:27][N:26](C(OC(C)(C)C)=O)[CH2:25][CH2:24]4)[CH3:22])=[C:19]([OH:36])[CH:18]=[CH:17][C:14]=3[C:15]\2=[O:16])=[N:2]1.Cl. Given the product [NH:1]1[C:9]2[C:4](=[CH:5][CH:6]=[CH:7][CH:8]=2)[C:3](/[CH:10]=[C:11]2\[O:12][C:13]3[C:20]([CH:21]([N:23]4[CH2:24][CH2:25][NH:26][CH2:27][CH2:28]4)[CH3:22])=[C:19]([OH:36])[CH:18]=[CH:17][C:14]=3[C:15]\2=[O:16])=[N:2]1, predict the reactants needed to synthesize it.